This data is from Catalyst prediction with 721,799 reactions and 888 catalyst types from USPTO. The task is: Predict which catalyst facilitates the given reaction. (1) Reactant: CO[C:3]1[CH:8]=[CH:7][CH:6]=[CH:5][C:4]=1[C:9]1[S:10][CH:11]=[C:12]([NH:14][C:15]([NH:17][C:18]2[CH:23]=[CH:22][CH:21]=[C:20]([CH2:24][N:25]3[CH2:30][CH2:29][CH2:28][CH2:27][CH2:26]3)[N:19]=2)=[O:16])[N:13]=1.[Cl-].[Be+2].[Cl-].CC[O:36]C(C)=O. Product: [OH:36][C:6]1[CH:5]=[C:4]([C:9]2[S:10][CH:11]=[C:12]([NH:14][C:15]([NH:17][C:18]3[CH:23]=[CH:22][CH:21]=[C:20]([CH2:24][N:25]4[CH2:30][CH2:29][CH2:28][CH2:27][CH2:26]4)[N:19]=3)=[O:16])[N:13]=2)[CH:3]=[CH:8][CH:7]=1. The catalyst class is: 11. (2) Reactant: [CH2:1]([O:8][C:9]1[CH:14]=[CH:13][C:12]([CH2:15][C:16](OCC2C=CC=CC=2)=[O:17])=[C:11]([Cl:26])[CH:10]=1)[C:2]1[CH:7]=[CH:6][CH:5]=[CH:4][CH:3]=1.[H-].C([Al+]CC(C)C)C(C)C.[C@H](O)(C([O-])=O)[C@@H](O)C([O-])=O.[Na+].[K+].O. Product: [CH2:1]([O:8][C:9]1[CH:14]=[CH:13][C:12]([CH2:15][CH2:16][OH:17])=[C:11]([Cl:26])[CH:10]=1)[C:2]1[CH:3]=[CH:4][CH:5]=[CH:6][CH:7]=1. The catalyst class is: 207.